From a dataset of Catalyst prediction with 721,799 reactions and 888 catalyst types from USPTO. Predict which catalyst facilitates the given reaction. (1) Reactant: C([Li])CCC.[O:6]1[CH2:10][CH2:9][CH2:8][C@@H:7]1[C:11]#N.Cl.[O:14]1[CH2:18][CH2:17][CH2:16][CH2:15]1. Product: [O:14]1[CH2:18][CH2:17][CH2:16][C@@H:15]1[C:10](=[O:6])[CH2:9][CH2:8][CH2:7][CH3:11]. The catalyst class is: 805. (2) Reactant: [Br:1][C:2]1[C:7]([CH3:8])=[CH:6][CH:5]=[CH:4][N:3]=1.ClC1C=C(C=CC=1)C(OO)=[O:14]. Product: [Br:1][C:2]1[C:7]([CH3:8])=[CH:6][CH:5]=[CH:4][N+:3]=1[O-:14]. The catalyst class is: 4. (3) Reactant: CS(O[CH2:6][C@H:7]1[CH2:12][N:11]([S:13]([C:16]2[S:17][CH:18]=[CH:19][CH:20]=2)(=[O:15])=[O:14])[CH2:10][CH2:9][N:8]1[C:21]1[CH:26]=[CH:25][C:24]([C:27]([OH:33])([CH3:32])[C:28]([F:31])([F:30])[F:29])=[CH:23][CH:22]=1)(=O)=O.[CH2:34]([CH:36]1[CH2:41][O:40][CH2:39][CH2:38][NH:37]1)[CH3:35].C(=O)([O-])[O-].[K+].[K+]. Product: [CH2:34]([CH:36]1[CH2:41][O:40][CH2:39][CH2:38][N:37]1[CH2:6][C@H:7]1[CH2:12][N:11]([S:13]([C:16]2[S:17][CH:18]=[CH:19][CH:20]=2)(=[O:14])=[O:15])[CH2:10][CH2:9][N:8]1[C:21]1[CH:22]=[CH:23][C:24]([C:27]([OH:33])([CH3:32])[C:28]([F:31])([F:30])[F:29])=[CH:25][CH:26]=1)[CH3:35]. The catalyst class is: 23.